Dataset: Full USPTO retrosynthesis dataset with 1.9M reactions from patents (1976-2016). Task: Predict the reactants needed to synthesize the given product. (1) Given the product [CH2:1]([O:3][C:4](=[O:23])[C:5]([C:7]1[CH:8]=[CH:9][C:10]([NH:13][C:14]2[C:19]([NH2:20])=[CH:18][CH:17]=[CH:16][N:15]=2)=[CH:11][CH:12]=1)=[O:6])[CH3:2], predict the reactants needed to synthesize it. The reactants are: [CH2:1]([O:3][C:4](=[O:23])[C:5]([C:7]1[CH:12]=[CH:11][C:10]([NH:13][C:14]2[C:19]([N+:20]([O-])=O)=[CH:18][CH:17]=[CH:16][N:15]=2)=[CH:9][CH:8]=1)=[O:6])[CH3:2]. (2) Given the product [CH2:13]([O:12][C:4]1[CH:3]=[C:2]([NH:1][C:54]2[CH:53]=[C:52]([O:51][C:44]3[C:45]4[C:50](=[CH:49][CH:48]=[CH:47][CH:46]=4)[C:41]([NH:40][C:38]([NH:37][C:26]4[CH:25]=[C:24]([C:20]([CH3:23])([CH3:22])[CH3:21])[CH:29]=[C:28]([NH:30][S:31]([CH3:34])(=[O:33])=[O:32])[C:27]=4[O:35][CH3:36])=[O:39])=[CH:42][CH:43]=3)[CH:57]=[CH:56][N:55]=2)[CH:11]=[CH:10][C:5]=1[C:6]([O:8][CH3:9])=[O:7])[C:14]1[CH:19]=[CH:18][CH:17]=[CH:16][CH:15]=1, predict the reactants needed to synthesize it. The reactants are: [NH2:1][C:2]1[CH:11]=[CH:10][C:5]([C:6]([O:8][CH3:9])=[O:7])=[C:4]([O:12][CH2:13][C:14]2[CH:19]=[CH:18][CH:17]=[CH:16][CH:15]=2)[CH:3]=1.[C:20]([C:24]1[CH:25]=[C:26]([NH:37][C:38]([NH:40][C:41]2[C:50]3[C:45](=[CH:46][CH:47]=[CH:48][CH:49]=3)[C:44]([O:51][C:52]3[CH:57]=[CH:56][N:55]=[C:54](Cl)[CH:53]=3)=[CH:43][CH:42]=2)=[O:39])[C:27]([O:35][CH3:36])=[C:28]([NH:30][S:31]([CH3:34])(=[O:33])=[O:32])[CH:29]=1)([CH3:23])([CH3:22])[CH3:21].C([O-])([O-])=O.[K+].[K+].CC(C1C=C(C(C)C)C(C2C(P(C3CCCCC3)C3CCCCC3)=C(OC)C=CC=2OC)=C(C(C)C)C=1)C. (3) Given the product [C:1]([NH:4][C:5]1[C:14]2[C:9](=[CH:10][CH:11]=[CH:12][CH:13]=2)[C:8]([S:15]([Cl:19])(=[O:18])=[O:16])=[CH:7][CH:6]=1)(=[O:3])[CH3:2], predict the reactants needed to synthesize it. The reactants are: [C:1]([NH:4][C:5]1[C:14]2[C:9](=[CH:10][CH:11]=[CH:12][CH:13]=2)[C:8]([S:15]([OH:18])(=O)=[O:16])=[CH:7][CH:6]=1)(=[O:3])[CH3:2].[Cl:19]S(O)(=O)=O. (4) The reactants are: C([O:4][CH2:5][C:6]1[C:11](B2OC(C)(C)C(C)(C)O2)=[CH:10][CH:9]=[CH:8][C:7]=1[N:21]1[CH2:29][C:28]2[C:23](=[CH:24][CH:25]=[C:26]([N:30]([CH2:32][CH3:33])[CH3:31])[CH:27]=2)[C:22]1=[O:34])(=O)C.Cl[C:36]1[CH:37]=[C:38]([NH:44][C:45]2[CH:54]=[C:48]3[CH2:49][N:50]([CH3:53])[CH2:51][CH2:52][N:47]3[N:46]=2)[C:39](=[O:43])[N:40]([CH3:42])[N:41]=1.C(=O)([O-])[O-].[Na+].[Na+].O.[OH-].[Li+]. Given the product [CH2:32]([N:30]([CH3:31])[C:26]1[CH:27]=[C:28]2[C:23](=[CH:24][CH:25]=1)[C:22](=[O:34])[N:21]([C:7]1[CH:8]=[CH:9][CH:10]=[C:11]([C:36]3[CH:37]=[C:38]([NH:44][C:45]4[CH:54]=[C:48]5[CH2:49][N:50]([CH3:53])[CH2:51][CH2:52][N:47]5[N:46]=4)[C:39](=[O:43])[N:40]([CH3:42])[N:41]=3)[C:6]=1[CH2:5][OH:4])[CH2:29]2)[CH3:33], predict the reactants needed to synthesize it.